This data is from Reaction yield outcomes from USPTO patents with 853,638 reactions. The task is: Predict the reaction yield, written as a fraction of the theoretical maximum amount of product (1.0 means a 100% yield; for example, 0.34 means a 34% yield). The reactants are [F:1][C:2]1[CH:7]=[C:6]([C:8]([CH3:10])=[CH2:9])[CH:5]=[CH:4][C:3]=1[C@@H:11]([NH:13][S@@:14]([C:16]([CH3:19])([CH3:18])[CH3:17])=[O:15])[CH3:12].[H][H]. The catalyst is [Pd].CO. The product is [F:1][C:2]1[CH:7]=[C:6]([CH:8]([CH3:9])[CH3:10])[CH:5]=[CH:4][C:3]=1[C@@H:11]([NH:13][S@@:14]([C:16]([CH3:19])([CH3:18])[CH3:17])=[O:15])[CH3:12]. The yield is 0.730.